From a dataset of Reaction yield outcomes from USPTO patents with 853,638 reactions. Predict the reaction yield, written as a fraction of the theoretical maximum amount of product (1.0 means a 100% yield; for example, 0.34 means a 34% yield). (1) The reactants are [CH2:1]([O:3][C:4]1[CH:13]=[C:12]2[C:7]([C:8]([C:37]([O:39]C)=[O:38])=[C:9]([CH2:24][N:25]3[CH2:30][CH2:29][CH:28]([N:31]4[CH2:36][CH2:35][O:34][CH2:33][CH2:32]4)[CH2:27][CH2:26]3)[C:10]([C:14]3[CH:19]=[CH:18][CH:17]=[C:16]([C:20]([F:23])([F:22])[F:21])[CH:15]=3)=[N:11]2)=[CH:6][C:5]=1[S:41]([CH:44]([CH3:46])[CH3:45])(=[O:43])=[O:42])[CH3:2].[OH-].[K+]. The catalyst is CO.O. The product is [CH2:1]([O:3][C:4]1[CH:13]=[C:12]2[C:7]([C:8]([C:37]([OH:39])=[O:38])=[C:9]([CH2:24][N:25]3[CH2:26][CH2:27][CH:28]([N:31]4[CH2:36][CH2:35][O:34][CH2:33][CH2:32]4)[CH2:29][CH2:30]3)[C:10]([C:14]3[CH:19]=[CH:18][CH:17]=[C:16]([C:20]([F:23])([F:21])[F:22])[CH:15]=3)=[N:11]2)=[CH:6][C:5]=1[S:41]([CH:44]([CH3:45])[CH3:46])(=[O:43])=[O:42])[CH3:2]. The yield is 0.970. (2) The catalyst is C(Cl)Cl.C(N(CC)CC)C.C1(C)C=CC=CC=1. The product is [CH3:1][O:2][C:3]1[CH:4]=[C:5]2[C:10](=[CH:11][C:12]=1[O:13][CH3:14])[N:9]=[CH:8][N:7]=[C:6]2[O:15][C:16]1[CH:22]=[CH:21][C:19]([NH:20][C:26](=[O:28])[O:43][CH:39]([CH2:38][CH3:37])[CH2:40][C:41]#[CH:42])=[C:18]([O:23][CH3:24])[CH:17]=1. The yield is 0.520. The reactants are [CH3:1][O:2][C:3]1[CH:4]=[C:5]2[C:10](=[CH:11][C:12]=1[O:13][CH3:14])[N:9]=[CH:8][N:7]=[C:6]2[O:15][C:16]1[CH:22]=[CH:21][C:19]([NH2:20])=[C:18]([O:23][CH3:24])[CH:17]=1.Cl[C:26](Cl)([O:28]C(=O)OC(Cl)(Cl)Cl)Cl.[CH3:37][CH2:38][CH:39]([OH:43])[CH2:40][C:41]#[CH:42].C(=O)(O)[O-].[Na+]. (3) The catalyst is O1CCOCC1.O.C1C=CC([P]([Pd]([P](C2C=CC=CC=2)(C2C=CC=CC=2)C2C=CC=CC=2)([P](C2C=CC=CC=2)(C2C=CC=CC=2)C2C=CC=CC=2)[P](C2C=CC=CC=2)(C2C=CC=CC=2)C2C=CC=CC=2)(C2C=CC=CC=2)C2C=CC=CC=2)=CC=1. The yield is 0.500. The product is [CH:1]1([N:4]2[CH2:9][C:8]3([CH2:14][CH2:13][N:12]([S:15]([C:18]4[CH:23]=[CH:22][C:21]([C:35]5[CH:44]=[C:43]6[C:38]([CH:39]=[C:40]([CH3:45])[CH:41]=[N:42]6)=[CH:37][CH:36]=5)=[CH:20][CH:19]=4)(=[O:17])=[O:16])[CH2:11][CH2:10]3)[O:7][CH2:6][C:5]2=[O:33])[CH2:3][CH2:2]1. The reactants are [CH:1]1([N:4]2[CH2:9][C:8]3([CH2:14][CH2:13][N:12]([S:15]([C:18]4[CH:23]=[CH:22][C:21](B5OC(C)(C)C(C)(C)O5)=[CH:20][CH:19]=4)(=[O:17])=[O:16])[CH2:11][CH2:10]3)[O:7][CH2:6][C:5]2=[O:33])[CH2:3][CH2:2]1.Br[C:35]1[CH:44]=[C:43]2[C:38]([CH:39]=[C:40]([CH3:45])[CH:41]=[N:42]2)=[CH:37][CH:36]=1.C(=O)([O-])[O-].[K+].[K+]. (4) The reactants are FC(F)(F)C(O)=O.[N:8]1[CH:9]=[CH:10][N:11]2[CH2:16][CH:15]([O:17][CH2:18][C:19]([O-:21])=O)[CH2:14][CH2:13][C:12]=12.C(N(CC)CC)C.O.Cl.Cl.[CH2:32]1[C:40]2[C:35](=[CH:36][CH:37]=[CH:38][CH:39]=2)[CH2:34][CH:33]1[NH:41][C:42]1[N:43]=[CH:44][C:45]2[CH2:50][NH:49][CH2:48][C:46]=2[N:47]=1.CCCP1(OP(CCC)(=O)OP(CCC)(=O)O1)=O. The catalyst is ClCCl.CN(C)C=O. The product is [CH2:34]1[C:35]2[C:40](=[CH:39][CH:38]=[CH:37][CH:36]=2)[CH2:32][CH:33]1[NH:41][C:42]1[N:43]=[CH:44][C:45]2[CH2:50][N:49]([C:19](=[O:21])[CH2:18][O:17][CH:15]3[CH2:16][N:11]4[CH:10]=[CH:9][N:8]=[C:12]4[CH2:13][CH2:14]3)[CH2:48][C:46]=2[N:47]=1. The yield is 0.330. (5) The reactants are C(O[C:6]([N:8]1[CH2:13][CH2:12][N:11]([C:14]2C(=O)N(CC(C)C)N=C(C3C=CC(C)=C(F)C=3)C=2C)[CH2:10][CH2:9]1)=O)(C)(C)C.[F:34][C:35]1[CH:36]=[C:37]([C:43]2[C:44](C)=[C:45](OS(C)(=O)=O)[C:46](=[O:53])[N:47]([CH2:49][CH:50]([CH3:52])[CH3:51])[N:48]=2)[CH:38]=[CH:39][C:40]=1[O:41][CH3:42].CN1CCNCC1. No catalyst specified. The product is [F:34][C:35]1[CH:36]=[C:37]([C:43]2[CH:44]=[C:45]([CH2:6][N:8]3[CH2:13][CH2:12][N:11]([CH3:14])[CH2:10][CH2:9]3)[C:46](=[O:53])[N:47]([CH2:49][CH:50]([CH3:51])[CH3:52])[N:48]=2)[CH:38]=[CH:39][C:40]=1[O:41][CH3:42]. The yield is 0.809. (6) The reactants are [H-].[Na+].[N:3]1[CH:8]=[CH:7][CH:6]=[CH:5][C:4]=1[C:9]([O:11]CC)=O.[C:14](#[N:16])[CH3:15].Cl. The catalyst is C1COCC1.C(OCC)(=O)C. The product is [O:11]=[C:9]([C:4]1[CH:5]=[CH:6][CH:7]=[CH:8][N:3]=1)[CH2:15][C:14]#[N:16]. The yield is 1.00. (7) The reactants are [Cl:1][C:2]1[CH:10]=[CH:9][C:8]([S:11]([NH:14][C:15]([CH3:18])([CH3:17])[CH3:16])(=[O:13])=[O:12])=[CH:7][C:3]=1[C:4]([OH:6])=O.[F:19][C:20]1[CH:21]=[C:22]([C:26]2([CH2:32][CH2:33][N:34]3[CH:39]4[CH2:40][CH2:41][CH:35]3[CH2:36][CH:37]([N:42]3[C:46]5[CH:47]=[CH:48][CH:49]=[CH:50][C:45]=5[N:44]=[C:43]3[CH3:51])[CH2:38]4)[CH2:31][CH2:30][NH:29][CH2:28][CH2:27]2)[CH:23]=[CH:24][CH:25]=1.CCN(C(C)C)C(C)C.CN(C(ON1N=NC2C=CC=NC1=2)=[N+](C)C)C.F[P-](F)(F)(F)(F)F.ClC1C(C(N2CCC(C3C=CC=C(F)C=3)(CCN3C4CCC3CC(N3C5C=CC=CC=5N=C3C)C4)CC2)=O)=C(Cl)C=CC=1S(NC)(=O)=O. No catalyst specified. The product is [Cl:1][C:2]1[CH:10]=[CH:9][C:8]([S:11]([NH:14][C:15]([CH3:18])([CH3:17])[CH3:16])(=[O:13])=[O:12])=[CH:7][C:3]=1[C:4]([N:29]1[CH2:28][CH2:27][C:26]([C:22]2[CH:23]=[CH:24][CH:25]=[C:20]([F:19])[CH:21]=2)([CH2:32][CH2:33][N:34]2[CH:35]3[CH2:41][CH2:40][CH:39]2[CH2:38][CH:37]([N:42]2[C:46]4[CH:47]=[CH:48][CH:49]=[CH:50][C:45]=4[N:44]=[C:43]2[CH3:51])[CH2:36]3)[CH2:31][CH2:30]1)=[O:6]. The yield is 0.350. (8) The yield is 0.560. The product is [OH:31][C@:26]1([CH3:32])[CH2:25][CH2:24][C@@H:23]2[C@:18]([CH3:17])([CH2:19][CH2:20][CH2:21][C:22]2([CH3:33])[CH3:34])[C@H:27]1[CH2:28][C:29]([C:2]1[CH:7]=[C:6]([O:8][CH3:9])[CH:5]=[C:4]([O:10][CH3:11])[CH:3]=1)=[O:30]. The reactants are Br[C:2]1[CH:7]=[C:6]([O:8][CH3:9])[CH:5]=[C:4]([O:10][CH3:11])[CH:3]=1.[Li]CCCC.[CH3:17][C@@:18]12[C@H:27]3[CH2:28][C:29]([O:31][C@:26]3([CH3:32])[CH2:25][CH2:24][C@H:23]1[C:22]([CH3:34])([CH3:33])[CH2:21][CH2:20][CH2:19]2)=[O:30].[NH4+].[Cl-].Cl. The catalyst is C1COCC1.